Dataset: Blood-brain barrier permeability classification from the B3DB database. Task: Regression/Classification. Given a drug SMILES string, predict its absorption, distribution, metabolism, or excretion properties. Task type varies by dataset: regression for continuous measurements (e.g., permeability, clearance, half-life) or binary classification for categorical outcomes (e.g., BBB penetration, CYP inhibition). Dataset: b3db_classification. (1) The compound is COc1cc(N)cn[n+]1-c1ccccc1. The result is 1 (penetrates BBB). (2) The drug is CN(C/C=C/C#CC(C)(C)C)Cc1cccc2ccccc12. The result is 1 (penetrates BBB). (3) The compound is CC(=O)OCC1=C(C(=O)O)N2C(=O)[C@@H](NC(=O)CCC[C@@H](N)C(=O)O)[C@H]2SC1. The result is 0 (does not penetrate BBB). (4) The molecule is CN(C)C(=O)OC1N=C(c2ccccc2)c2cc(Cl)ccc2N(C)C1=O. The result is 1 (penetrates BBB). (5) The molecule is CCN(CC)CCNC(=O)COc1ccc(Cl)cc1. The result is 1 (penetrates BBB). (6) The molecule is O=C1Nc2ccc(Cl)cc2C(c2ccccc2Cl)=N[C@@H]1O. The result is 1 (penetrates BBB). (7) The compound is NC(C(=O)NC1C(=O)N2C(C(=O)O)=C(Cl)CCC12)c1ccccc1. The result is 0 (does not penetrate BBB). (8) The compound is COC(=O)Nc1nc2ccc(C(=O)N3CCN(c4ccccn4)CC3)cc2[nH]1. The result is 0 (does not penetrate BBB). (9) The drug is C[N+]1(C)C2CCC1CC(OC(=O)C(O)c1ccccc1)C2. The result is 0 (does not penetrate BBB). (10) The compound is CCCCCCCCCCCCCC(=O)OC1C=CC2C3Cc4ccc(OCc5ccccc5)c5c4C2(CCN3C)C1O5. The result is 1 (penetrates BBB).